This data is from Forward reaction prediction with 1.9M reactions from USPTO patents (1976-2016). The task is: Predict the product of the given reaction. (1) Given the reactants [F:1][C:2]([F:19])([F:18])[C:3]1[CH:8]=[CH:7][C:6]([C:9](=O)[CH2:10][C:11](=O)[C:12]([F:15])([F:14])[F:13])=[CH:5][CH:4]=1.[NH2:20][C:21]1[C:25]([C:26]#[N:27])=[C:24]([CH3:28])[NH:23][N:22]=1, predict the reaction product. The product is: [CH3:28][C:24]1[C:25]([C:26]#[N:27])=[C:21]2[N:20]=[C:9]([C:6]3[CH:7]=[CH:8][C:3]([C:2]([F:19])([F:18])[F:1])=[CH:4][CH:5]=3)[CH:10]=[C:11]([C:12]([F:15])([F:14])[F:13])[N:22]2[N:23]=1. (2) Given the reactants [CH3:1][C:2]1[C:7]([C:8]([OH:10])=O)=[CH:6][N:5]=[C:4]([C:11]2[CH:16]=[CH:15][CH:14]=[CH:13][N:12]=2)[N:3]=1.C1CN([P+](Br)(N2CCCC2)N2CCCC2)CC1.F[P-](F)(F)(F)(F)F.CCN(C(C)C)C(C)C.[F:50][C:51]1[CH:52]=[C:53]2[C:57](=[CH:58][CH:59]=1)[N:56]([NH2:60])[C:55]([CH3:61])=[CH:54]2, predict the reaction product. The product is: [F:50][C:51]1[CH:52]=[C:53]2[C:57](=[CH:58][CH:59]=1)[N:56]([NH:60][C:8]([C:7]1[C:2]([CH3:1])=[N:3][C:4]([C:11]3[CH:16]=[CH:15][CH:14]=[CH:13][N:12]=3)=[N:5][CH:6]=1)=[O:10])[C:55]([CH3:61])=[CH:54]2. (3) Given the reactants FC(F)(F)C(O)=O.[CH3:8][S:9]([C:12]1[CH:33]=[CH:32][C:15]([O:16][C:17]2[N:22]=[CH:21][N:20]=[C:19]3[N:23]([CH:26]4[CH2:31][CH2:30][NH:29][CH2:28][CH2:27]4)[N:24]=[CH:25][C:18]=23)=[CH:14][CH:13]=1)(=[O:11])=[O:10].[Cl:34][C:35]1[CH:36]=[C:37]([CH:40]=[CH:41][CH:42]=1)[CH:38]=O.C(N(CC)CC)C.C(O[BH-](OC(=O)C)OC(=O)C)(=O)C.[Na+], predict the reaction product. The product is: [Cl:34][C:35]1[CH:36]=[C:37]([CH:40]=[CH:41][CH:42]=1)[CH2:38][N:29]1[CH2:28][CH2:27][CH:26]([N:23]2[C:19]3=[N:20][CH:21]=[N:22][C:17]([O:16][C:15]4[CH:14]=[CH:13][C:12]([S:9]([CH3:8])(=[O:11])=[O:10])=[CH:33][CH:32]=4)=[C:18]3[CH:25]=[N:24]2)[CH2:31][CH2:30]1. (4) Given the reactants [NH2:1][C:2]1[CH:7]=[C:6]([C:8]2[C:16]3[C:11](=[CH:12][C:13]([F:17])=[CH:14][CH:15]=3)[N:10]([S:18]([C:21]3[CH:26]=[CH:25][CH:24]=[CH:23][CH:22]=3)(=[O:20])=[O:19])[CH:9]=2)[CH:5]=[CH:4][C:3]=1[OH:27].C1C[O:31][CH2:30]C1, predict the reaction product. The product is: [F:17][C:13]1[CH:12]=[C:11]2[C:16]([C:8]([C:6]3[CH:5]=[CH:4][C:3]4[O:27][C:30](=[O:31])[NH:1][C:2]=4[CH:7]=3)=[CH:9][N:10]2[S:18]([C:21]2[CH:26]=[CH:25][CH:24]=[CH:23][CH:22]=2)(=[O:20])=[O:19])=[CH:15][CH:14]=1. (5) Given the reactants [Cl:1][C:2]1[CH:7]=[C:6]2[NH:8][C:9](=[O:32])[C:10]3([CH:15]([C:16]4[CH:21]=[CH:20][CH:19]=[C:18]([Cl:22])[CH:17]=4)[CH2:14][C:13](=[O:23])[N:12]([CH2:24][C:25](F)=[O:26])[CH:11]3[C:28](=[CH2:31])[CH2:29][CH3:30])[C:5]2=[CH:4][CH:3]=1.FC(F)(F)C(O)=O.[CH3:40][S:41]([N:44]1[CH2:49][CH2:48][CH:47]([NH2:50])[CH2:46][CH2:45]1)(=[O:43])=[O:42].CN1CCOCC1, predict the reaction product. The product is: [Cl:1][C:2]1[CH:7]=[C:6]2[NH:8][C:9](=[O:32])[C:10]3([CH:15]([C:16]4[CH:21]=[CH:20][CH:19]=[C:18]([Cl:22])[CH:17]=4)[CH2:14][C:13](=[O:23])[N:12]([CH2:24][C:25]([NH:50][CH:47]4[CH2:48][CH2:49][N:44]([S:41]([CH3:40])(=[O:43])=[O:42])[CH2:45][CH2:46]4)=[O:26])[CH:11]3[C:28](=[CH2:31])[CH2:29][CH3:30])[C:5]2=[CH:4][CH:3]=1. (6) The product is: [Cl:1][C:2]1[CH:3]=[C:4]([C:5]2[O:7][N:16]=[C:17]([C:18]3[CH:26]=[CH:25][CH:24]=[C:23]4[C:19]=3[CH:20]=[N:21][N:22]4[CH2:27][C:28]([CH3:34])([CH3:35])[C:29]([O:31][CH2:32][CH3:33])=[O:30])[N:36]=2)[CH:8]=[CH:9][C:10]=1[O:11][CH:12]([CH3:14])[CH3:13]. Given the reactants [Cl:1][C:2]1[CH:3]=[C:4]([CH:8]=[CH:9][C:10]=1[O:11][CH:12]([CH3:14])[CH3:13])[C:5]([OH:7])=O.O[NH:16][C:17](=[NH:36])[C:18]1[CH:26]=[CH:25][CH:24]=[C:23]2[C:19]=1[CH:20]=[N:21][N:22]2[CH2:27][C:28]([CH3:35])([CH3:34])[C:29]([O:31][CH2:32][CH3:33])=[O:30].C(N(C(C)C)C(C)C)C.CN(C(ON1N=NC2C=CC=NC1=2)=[N+](C)C)C.F[P-](F)(F)(F)(F)F, predict the reaction product. (7) Given the reactants [C:1]([CH2:3][CH2:4][C@H:5]([C:10]1[C:14]([CH:15]2[CH2:17][CH2:16]2)=[C:13]([CH:18]2[CH2:21][CH:20]([CH2:22][CH:23]([CH3:25])[CH3:24])[CH2:19]2)[O:12][N:11]=1)[CH2:6][C:7]([OH:9])=O)#[N:2].CCN=C=NCCCN(C)C.Cl.C1C=CC2N(O)N=NC=2C=1.[CH3:48][C:49]1[CH:55]=[C:54]([CH3:56])[CH:53]=[CH:52][C:50]=1[NH2:51], predict the reaction product. The product is: [CH3:48][C:49]1[CH:55]=[C:54]([CH3:56])[CH:53]=[CH:52][C:50]=1[NH:51][C:7](=[O:9])[CH2:6][C@@H:5]([C:10]1[C:14]([CH:15]2[CH2:16][CH2:17]2)=[C:13]([CH:18]2[CH2:21][CH:20]([CH2:22][CH:23]([CH3:25])[CH3:24])[CH2:19]2)[O:12][N:11]=1)[CH2:4][CH2:3][C:1]#[N:2]. (8) The product is: [CH3:30][C:27]1[CH:28]=[CH:29][C:24]([O:23][C:20]2[CH:21]=[CH:22][C:17]([C:2]3[C:3]([NH2:8])=[N:4][CH:5]=[CH:6][CH:7]=3)=[CH:18][CH:19]=2)=[CH:25][CH:26]=1. Given the reactants Br[C:2]1[C:3]([NH2:8])=[N:4][CH:5]=[CH:6][CH:7]=1.CC1(C)C(C)(C)OB([C:17]2[CH:22]=[CH:21][C:20]([O:23][C:24]3[CH:29]=[CH:28][C:27]([CH3:30])=[CH:26][CH:25]=3)=[CH:19][CH:18]=2)O1.C(=O)([O-])[O-].[Na+].[Na+], predict the reaction product.